Dataset: Reaction yield outcomes from USPTO patents with 853,638 reactions. Task: Predict the reaction yield, written as a fraction of the theoretical maximum amount of product (1.0 means a 100% yield; for example, 0.34 means a 34% yield). (1) The reactants are [C:1]([Br:5])(Br)(Br)Br.C1(P(C2C=CC=CC=2)C2C=CC=CC=2)C=CC=CC=1.[C:25]1([C:33]2[CH:38]=[CH:37][CH:36]=[CH:35][CH:34]=2)[CH:30]=[CH:29][C:28](CO)=[CH:27][CH:26]=1. The catalyst is ClCCl. The product is [Br:5][CH2:1][C:36]1[CH:37]=[CH:38][C:33]([C:25]2[CH:30]=[CH:29][CH:28]=[CH:27][CH:26]=2)=[CH:34][CH:35]=1. The yield is 0.950. (2) The product is [Br:1][C:2]1[C:3]([F:20])=[C:4]([C:9]([CH3:19])=[C:10]([N:12]([CH2:21][CH3:22])[CH:13]2[CH2:14][CH2:15][O:16][CH2:17][CH2:18]2)[CH:11]=1)[C:5]([O:7][CH3:8])=[O:6]. The reactants are [Br:1][C:2]1[C:3]([F:20])=[C:4]([C:9]([CH3:19])=[C:10]([NH:12][CH:13]2[CH2:18][CH2:17][O:16][CH2:15][CH2:14]2)[CH:11]=1)[C:5]([O:7][CH3:8])=[O:6].[CH:21](=O)[CH3:22].C(O)(=O)C.C(O[BH-](OC(=O)C)OC(=O)C)(=O)C.[Na+].C([O-])(O)=O.[Na+]. The yield is 0.960. The catalyst is ClCCCl.O.